The task is: Predict the product of the given reaction.. This data is from Forward reaction prediction with 1.9M reactions from USPTO patents (1976-2016). (1) Given the reactants C(OC([NH:8][C:9]1[CH:10]=[C:11]([N:15]([C@H:23]2[CH2:28][CH2:27][N:26]([CH2:29][CH:30]([C:41]3[CH:46]=[CH:45][CH:44]=[CH:43][CH:42]=3)[C:31]([O:33][CH2:34][C:35]3[CH:40]=[CH:39][CH:38]=[CH:37][CH:36]=3)=[O:32])[CH2:25][C@H:24]2[CH3:47])[C:16]([C:18]2[O:19][CH:20]=[CH:21][CH:22]=2)=[O:17])[CH:12]=[CH:13][CH:14]=1)=O)(C)(C)C.Cl.O1CCOCC1.C(=O)([O-])[O-].[Na+].[Na+], predict the reaction product. The product is: [NH2:8][C:9]1[CH:10]=[C:11]([N:15]([C@H:23]2[CH2:28][CH2:27][N:26]([CH2:29][CH:30]([C:41]3[CH:42]=[CH:43][CH:44]=[CH:45][CH:46]=3)[C:31]([O:33][CH2:34][C:35]3[CH:40]=[CH:39][CH:38]=[CH:37][CH:36]=3)=[O:32])[CH2:25][C@H:24]2[CH3:47])[C:16]([C:18]2[O:19][CH:20]=[CH:21][CH:22]=2)=[O:17])[CH:12]=[CH:13][CH:14]=1. (2) Given the reactants [Li][CH2:2][CH2:3][CH2:4][CH3:5].CCCCCC.CC1(C)CCCC(C)(C)N1.C[Si](C)(C)[N:24]1[CH2:30][CH2:29][CH2:28][CH2:27]C[C:25]1=[O:31].Cl[C:35]1[CH:40]=[CH:39]C=[CH:37][C:36]=1[O:41][CH3:42].C(I)C, predict the reaction product. The product is: [CH2:4]([C:3]1([C:2]2[CH:39]=[CH:40][CH:35]=[C:36]([O:41][CH3:42])[CH:37]=2)[CH2:27][CH2:28][CH2:29][CH2:30][NH:24][C:25]1=[O:31])[CH3:5]. (3) The product is: [CH3:24][N:21]1[CH2:20][CH2:19][N:18]([C:13]2[CH:14]=[CH:15][CH:16]=[CH:17][C:12]=2[OH:11])[CH2:23][CH2:22]1. Given the reactants ClC1C=CC(C2NN=NN=2)=C(NC(=O)C[O:11][C:12]2[CH:17]=[CH:16][CH:15]=[CH:14][C:13]=2[N:18]2[CH2:23][CH2:22][N:21]([CH3:24])[CH2:20][CH2:19]2)C=1.ClC1C=CC(C2NN=NN=2)=C(NC(=O)C2C=CC=CC=2)C=1.CCN(C(C)C)C(C)C.CN1CCN(C2C=CC=CC=2OCC(Cl)=O)CC1, predict the reaction product. (4) The product is: [CH3:1][C:2]1[C:6]([C:7]2[C:8]([O:26][CH3:27])=[CH:9][C:10]3[C:11]4[N:18]([CH2:19][CH:20]5[CH2:21][CH2:22][O:23][CH2:24][CH2:25]5)[C:30]([NH:29][CH2:32][CH2:33][N:34]5[CH2:39][CH2:38][O:37][CH2:36][CH2:35]5)=[N:17][C:12]=4[CH:13]=[N:14][C:15]=3[CH:16]=2)=[C:5]([CH3:28])[O:4][N:3]=1. Given the reactants [CH3:1][C:2]1[C:6]([C:7]2[CH:16]=[C:15]3[C:10]([C:11]([NH:18][CH2:19][CH:20]4[CH2:25][CH2:24][O:23][CH2:22][CH2:21]4)=[C:12]([NH2:17])[CH:13]=[N:14]3)=[CH:9][C:8]=2[O:26][CH3:27])=[C:5]([CH3:28])[O:4][N:3]=1.[N:29]([CH2:32][CH2:33][N:34]1[CH2:39][CH2:38][O:37][CH2:36][CH2:35]1)=[C:30]=S, predict the reaction product. (5) The product is: [F:1][C:2]([F:7])([F:6])[C@H:3]([O:5][C:12]1[CH:13]=[C:14]([B:18]([OH:20])[OH:19])[CH:15]=[CH:16][CH:17]=1)[CH3:4]. Given the reactants [F:1][C:2]([F:7])([F:6])[C@H:3]([OH:5])[CH3:4].[H-].[Na+].BrC[C:12]1[CH:13]=[C:14]([B:18]([OH:20])[OH:19])[CH:15]=[CH:16][CH:17]=1.O, predict the reaction product. (6) Given the reactants Cl.[CH3:2][S:3][C:4]1[N:5]=[N:6][C:7]([CH:10]([NH2:12])[CH3:11])=[CH:8][N:9]=1.[Br:13][C:14]1[CH:15]=[C:16]([CH:20]=[CH:21][CH:22]=1)[C:17](O)=[O:18].N1(OC(N(C)C)=[N+](C)C)C2N=CC=CC=2N=N1.C(N(CC)CC)C, predict the reaction product. The product is: [Br:13][C:14]1[CH:15]=[C:16]([CH:20]=[CH:21][CH:22]=1)[C:17]([NH:12][CH:10]([C:7]1[N:6]=[N:5][C:4]([S:3][CH3:2])=[N:9][CH:8]=1)[CH3:11])=[O:18].